Dataset: Forward reaction prediction with 1.9M reactions from USPTO patents (1976-2016). Task: Predict the product of the given reaction. Given the reactants [CH3:1][C:2]1[CH:7]=[CH:6][N:5]=[C:4](/[CH:8]=[CH:9]/[C:10]([O:12][C:13]([CH3:16])([CH3:15])[CH3:14])=[O:11])[CH:3]=1, predict the reaction product. The product is: [CH3:1][C:2]1[CH:7]=[CH:6][N:5]=[C:4]([CH2:8][CH2:9][C:10]([O:12][C:13]([CH3:16])([CH3:15])[CH3:14])=[O:11])[CH:3]=1.